This data is from Forward reaction prediction with 1.9M reactions from USPTO patents (1976-2016). The task is: Predict the product of the given reaction. (1) Given the reactants Cl[C:2](Cl)(Cl)[CH:3]([OH:5])O.S([O-])([O-])(=O)=O.[Na+].[Na+].Cl.[NH2:16][OH:17].[CH3:18][C:19]1[CH:20]=[C:21]([CH:23]=[C:24]([CH3:26])[CH:25]=1)[NH2:22].Cl, predict the reaction product. The product is: [CH3:18][C:19]1[CH:20]=[C:21]([NH:22][C:3](=[O:5])[CH:2]=[N:16][OH:17])[CH:23]=[C:24]([CH3:26])[CH:25]=1. (2) Given the reactants [CH:1]([N:4]1[C:12]2[C:7](=[CH:8][C:9]([C:13]([OH:15])=O)=[CH:10][CH:11]=2)[CH:6]=[N:5]1)([CH3:3])[CH3:2].C1N=CN(C(N2C=NC=C2)=O)C=1.[CH2:28]([O:30][C:31](=[O:36])[CH2:32]C(O)=O)[CH3:29].CCN(CC)CC.[Mg+2].[Cl-].[Cl-].[K], predict the reaction product. The product is: [CH:1]([N:4]1[C:12]2[C:7](=[CH:8][C:9]([C:13](=[O:15])[CH2:32][C:31]([O:30][CH2:28][CH3:29])=[O:36])=[CH:10][CH:11]=2)[CH:6]=[N:5]1)([CH3:2])[CH3:3].